From a dataset of Full USPTO retrosynthesis dataset with 1.9M reactions from patents (1976-2016). Predict the reactants needed to synthesize the given product. (1) Given the product [CH3:2][O:3][C:4]1[CH:11]=[C:10]([O:12][CH3:13])[CH:9]=[CH:8][C:5]=1[CH2:6][NH:7][C:21]1[C:30]2[C:25](=[CH:26][CH:27]=[CH:28][CH:29]=2)[C:24]([C:31]2[CH:36]=[CH:35][CH:34]=[CH:33][CH:32]=2)=[N:23][N:22]=1, predict the reactants needed to synthesize it. The reactants are: Cl.[CH3:2][O:3][C:4]1[CH:11]=[C:10]([O:12][CH3:13])[CH:9]=[CH:8][C:5]=1[CH2:6][NH2:7].C(=O)([O-])[O-].[Cs+].[Cs+].Cl[C:21]1[C:30]2[C:25](=[CH:26][CH:27]=[CH:28][CH:29]=2)[C:24]([C:31]2[CH:36]=[CH:35][CH:34]=[CH:33][CH:32]=2)=[N:23][N:22]=1. (2) Given the product [F:22][C:23]1[CH:28]=[CH:27][C:26]([S:29]([NH:1][C:2]2[CH:3]=[C:4]3[C:9](=[CH:10][CH:11]=2)[N:8]=[C:7]([NH:12][C@H:13]2[C:21]4[C:16](=[CH:17][CH:18]=[CH:19][CH:20]=4)[CH2:15][CH2:14]2)[CH:6]=[CH:5]3)(=[O:31])=[O:30])=[CH:25][CH:24]=1, predict the reactants needed to synthesize it. The reactants are: [NH2:1][C:2]1[CH:3]=[C:4]2[C:9](=[CH:10][CH:11]=1)[N:8]=[C:7]([NH:12][C@H:13]1[C:21]3[C:16](=[CH:17][CH:18]=[CH:19][CH:20]=3)[CH2:15][CH2:14]1)[CH:6]=[CH:5]2.[F:22][C:23]1[CH:28]=[CH:27][C:26]([S:29](Cl)(=[O:31])=[O:30])=[CH:25][CH:24]=1.C(=O)(O)[O-].[Na+]. (3) Given the product [CH2:1]([N:8]1[CH2:12][C@H:11]2[C:13]3[CH:14]=[CH:15][C:16]([CH3:24])=[C:17]([Cl:21])[C:18]=3[CH2:19][O:20][C@@:10]2([CH3:23])[CH2:9]1)[C:2]1[CH:7]=[CH:6][CH:5]=[CH:4][CH:3]=1, predict the reactants needed to synthesize it. The reactants are: [CH2:1]([N:8]1[CH2:12][C@H:11]2[C:13]3[CH:14]=[CH:15][C:16](Br)=[C:17]([Cl:21])[C:18]=3[CH2:19][O:20][C@@:10]2([CH3:23])[CH2:9]1)[C:2]1[CH:7]=[CH:6][CH:5]=[CH:4][CH:3]=1.[C:24](=O)([O-])[O-].[K+].[K+].CB1OB(C)OB(C)O1. (4) Given the product [C:1]([C:3]1[CH:4]=[C:5]([C:16](=[O:24])[C:17]2[CH:22]=[CH:21][C:20]([N:25]3[CH2:30][CH2:29][NH:28][CH2:27][CH2:26]3)=[CH:19][CH:18]=2)[N:6]2[C:15]3[C:10](=[CH:11][CH:12]=[CH:13][CH:14]=3)[CH:9]=[CH:8][C:7]=12)#[N:2], predict the reactants needed to synthesize it. The reactants are: [C:1]([C:3]1[CH:4]=[C:5]([C:16](=[O:24])[C:17]2[CH:22]=[CH:21][C:20](F)=[CH:19][CH:18]=2)[N:6]2[C:15]3[C:10](=[CH:11][CH:12]=[CH:13][CH:14]=3)[CH:9]=[CH:8][C:7]=12)#[N:2].[NH:25]1[CH2:30][CH2:29][NH:28][CH2:27][CH2:26]1.